Dataset: Catalyst prediction with 721,799 reactions and 888 catalyst types from USPTO. Task: Predict which catalyst facilitates the given reaction. (1) Reactant: F[C:2]1[C:3]([C@@H:8]2[CH2:13][CH2:12][CH2:11][C@H:10]([OH:14])[CH2:9]2)=[N:4][CH:5]=[CH:6][N:7]=1.[NH:15]1[C:19]2[CH:20]=[CH:21][CH:22]=[CH:23][C:18]=2[N:17]=[C:16]1[C:24]([C:26]1[CH:31]=[CH:30][C:29]([OH:32])=[CH:28][CH:27]=1)=[O:25].C(=O)([O-])[O-].[Cs+].[Cs+]. Product: [NH:15]1[C:19]2[CH:20]=[CH:21][CH:22]=[CH:23][C:18]=2[N:17]=[C:16]1[C:24]([C:26]1[CH:31]=[CH:30][C:29]([O:32][C:2]2[C:3]([C@H:8]3[CH2:13][CH2:12][CH2:11][C@@H:10]([OH:14])[CH2:9]3)=[N:4][CH:5]=[CH:6][N:7]=2)=[CH:28][CH:27]=1)=[O:25]. The catalyst class is: 37. (2) Reactant: [Cl:1][C:2]1[C:3]2[N:4]([CH:8]=[C:9]([CH:11]3[CH2:13][CH2:12]3)[N:10]=2)[CH:5]=[CH:6][CH:7]=1.[I:14]N1C(=O)CCC1=O.O. Product: [Cl:1][C:2]1[C:3]2[N:4]([C:8]([I:14])=[C:9]([CH:11]3[CH2:13][CH2:12]3)[N:10]=2)[CH:5]=[CH:6][CH:7]=1. The catalyst class is: 3.